Dataset: Peptide-MHC class II binding affinity with 134,281 pairs from IEDB. Task: Regression. Given a peptide amino acid sequence and an MHC pseudo amino acid sequence, predict their binding affinity value. This is MHC class II binding data. (1) The MHC is DRB5_0101 with pseudo-sequence DRB5_0101. The binding affinity (normalized) is 0.339. The peptide sequence is GGRSLTDLLRALGAQ. (2) The peptide sequence is KAVEAYLVAHPDLYK. The MHC is HLA-DPA10201-DPB10101 with pseudo-sequence HLA-DPA10201-DPB10101. The binding affinity (normalized) is 0.559.